The task is: Predict the reactants needed to synthesize the given product.. This data is from Full USPTO retrosynthesis dataset with 1.9M reactions from patents (1976-2016). (1) The reactants are: O[C:2]([C@H:7]1[CH2:11][O:10][C:9]([CH3:13])([CH3:12])[N:8]1[C:14]([O:16][C:17]([CH3:20])([CH3:19])[CH3:18])=[O:15])([CH2:5][CH3:6])[CH2:3][CH3:4].C(N(CC)CC)C.CS(Cl)(=O)=O.O. Given the product [CH3:13][C:9]1([CH3:12])[N:8]([C:14]([O:16][C:17]([CH3:18])([CH3:19])[CH3:20])=[O:15])[C@@H:7]([C:2]([CH2:5][CH3:6])=[CH:3][CH3:4])[CH2:11][O:10]1, predict the reactants needed to synthesize it. (2) Given the product [OH:8][C@H:7]1[C@@H:3]([CH2:2][NH:1][C:25](=[O:26])[C:24]([F:35])([F:34])[F:23])[CH2:4][N:5]([C:9]([O:11][C:12]([CH3:15])([CH3:14])[CH3:13])=[O:10])[CH2:6]1, predict the reactants needed to synthesize it. The reactants are: [NH2:1][CH2:2][C@@H:3]1[C@H:7]([OH:8])[CH2:6][N:5]([C:9]([O:11][C:12]([CH3:15])([CH3:14])[CH3:13])=[O:10])[CH2:4]1.C(N(CC)CC)C.[F:23][C:24]([F:35])([F:34])[C:25](O[C:25](=[O:26])[C:24]([F:35])([F:34])[F:23])=[O:26]. (3) Given the product [Cl:12][C:13]1[CH:14]=[C:15]([CH:28]=[CH:29][C:30]=1[O:31][CH2:32][C:33]1[CH:38]=[CH:37][CH:36]=[C:35]([F:39])[CH:34]=1)[NH:16][C:17]1[C:26]2[C:21](=[CH:22][CH:23]=[CH:24][C:25]=2[O:11][CH2:10][CH2:9][CH2:8][N:5]2[CH2:6][CH2:7][N:2]([CH3:1])[CH2:3][CH2:4]2)[N:20]=[CH:19][N:18]=1, predict the reactants needed to synthesize it. The reactants are: [CH3:1][N:2]1[CH2:7][CH2:6][N:5]([CH2:8][CH2:9][CH2:10][OH:11])[CH2:4][CH2:3]1.[Cl:12][C:13]1[CH:14]=[C:15]([CH:28]=[CH:29][C:30]=1[O:31][CH2:32][C:33]1[CH:38]=[CH:37][CH:36]=[C:35]([F:39])[CH:34]=1)[NH:16][C:17]1[C:26]2[C:21](=[CH:22][CH:23]=[CH:24][C:25]=2F)[N:20]=[CH:19][N:18]=1. (4) The reactants are: [Cl:1][CH2:2][C:3]1[CH:31]=[CH:30][C:6]([C:7]([NH:9][C:10]2[C:11]3[CH:22]=[C:21]([C:23]([O:25]C(C)(C)C)=[O:24])[S:20][C:12]=3[N:13]([C:15]([O:17][CH2:18][CH3:19])=[O:16])[N:14]=2)=[O:8])=[CH:5][CH:4]=1.Cl. Given the product [CH2:18]([O:17][C:15]([N:13]1[C:12]2[S:20][C:21]([C:23]([OH:25])=[O:24])=[CH:22][C:11]=2[C:10]([NH:9][C:7](=[O:8])[C:6]2[CH:5]=[CH:4][C:3]([CH2:2][Cl:1])=[CH:31][CH:30]=2)=[N:14]1)=[O:16])[CH3:19], predict the reactants needed to synthesize it. (5) Given the product [CH:1]1([CH:9]([OH:10])[C:11]2[CH:12]=[C:13]([C:16]([O:18][CH3:19])=[O:17])[NH:14][CH:15]=2)[CH2:6][CH2:5][CH2:4][CH2:3][CH2:2]1, predict the reactants needed to synthesize it. The reactants are: [CH:1]1([Mg]Cl)[CH2:6][CH2:5][CH2:4][CH2:3][CH2:2]1.[CH:9]([C:11]1[CH:12]=[C:13]([C:16]([O:18][CH3:19])=[O:17])[NH:14][CH:15]=1)=[O:10]. (6) Given the product [N+:1]([C:4]1[CH:13]=[C:12]2[C:7]([CH2:8][CH2:9][CH2:10][CH:11]2[O:14][S:16]([CH3:15])(=[O:18])=[O:17])=[CH:6][CH:5]=1)([O-:3])=[O:2], predict the reactants needed to synthesize it. The reactants are: [N+:1]([C:4]1[CH:13]=[C:12]2[C:7]([CH2:8][CH2:9][CH2:10][CH:11]2[OH:14])=[CH:6][CH:5]=1)([O-:3])=[O:2].[CH3:15][S:16](Cl)(=[O:18])=[O:17]. (7) Given the product [F:1][C:2]1[CH:7]=[CH:6][C:5]([F:8])=[CH:4][C:3]=1[C@H:9]1[CH2:13][CH2:12][CH2:11][N:10]1[C:14]1[CH:19]=[CH:18][N:17]2[N:20]=[CH:21][C:22](/[CH:23]=[CH:24]/[C:25]([N:64]3[CH2:65][CH2:66][N:61]([C:67]([O:69][C:70]([CH3:73])([CH3:72])[CH3:71])=[O:68])[CH2:62][CH2:63]3)=[O:26])=[C:16]2[N:15]=1, predict the reactants needed to synthesize it. The reactants are: [F:1][C:2]1[CH:7]=[CH:6][C:5]([F:8])=[CH:4][C:3]=1[C@H:9]1[CH2:13][CH2:12][CH2:11][N:10]1[C:14]1[CH:19]=[CH:18][N:17]2[N:20]=[CH:21][C:22](/[CH:23]=[CH:24]/[C:25](O)=[O:26])=[C:16]2[N:15]=1.CN(C(ON1N=NC2C=CC=NC1=2)=[N+](C)C)C.F[P-](F)(F)(F)(F)F.CCN(C(C)C)C(C)C.[N:61]1([C:67]([O:69][C:70]([CH3:73])([CH3:72])[CH3:71])=[O:68])[CH2:66][CH2:65][NH:64][CH2:63][CH2:62]1.